Dataset: Forward reaction prediction with 1.9M reactions from USPTO patents (1976-2016). Task: Predict the product of the given reaction. (1) Given the reactants [NH2:1][C:2]1[N:7]=[CH:6][C:5]([O:8][C:9]2[CH:10]=[CH:11][C:12]([F:23])=[C:13]([NH:15][C:16](=[O:22])[O:17][C:18]([CH3:21])([CH3:20])[CH3:19])[CH:14]=2)=[CH:4][CH:3]=1.[N:24]([C:27]([O:29][CH2:30][CH3:31])=[O:28])=[C:25]=[S:26], predict the reaction product. The product is: [C:18]([O:17][C:16]([NH:15][C:13]1[CH:14]=[C:9]([CH:10]=[CH:11][C:12]=1[F:23])[O:8][C:5]1[CH:4]=[CH:3][C:2]([NH:1][C:25]([NH:24][C:27](=[O:28])[O:29][CH2:30][CH3:31])=[S:26])=[N:7][CH:6]=1)=[O:22])([CH3:19])([CH3:20])[CH3:21]. (2) Given the reactants [CH:1]1([C:4]2[NH:8][C:7]3[C:9]([C:15]([NH:17][CH2:18][CH2:19][C:20]4[CH:25]=[CH:24][C:23]([F:26])=[CH:22][CH:21]=4)=[O:16])=[CH:10][CH:11]=[C:12]([O:13]C)[C:6]=3[N:5]=2)[CH2:3][CH2:2]1.B(Br)(Br)Br, predict the reaction product. The product is: [CH:1]1([C:4]2[NH:8][C:7]3[C:9]([C:15]([NH:17][CH2:18][CH2:19][C:20]4[CH:21]=[CH:22][C:23]([F:26])=[CH:24][CH:25]=4)=[O:16])=[CH:10][CH:11]=[C:12]([OH:13])[C:6]=3[N:5]=2)[CH2:3][CH2:2]1. (3) Given the reactants [H-].[Na+].[O:3]1[CH2:8][CH2:7][CH2:6][CH2:5][CH:4]1[O:9][NH:10][C:11]([C:13]1[CH:14]=[N:15][C:16]([N:19]2[CH2:24][CH:23]3[CH:21]([CH:22]3[NH:25][S:26]([C:29]3[CH:38]=[CH:37][C:36]4[C:31](=[CH:32][CH:33]=[CH:34][CH:35]=4)[CH:30]=3)(=[O:28])=[O:27])[CH2:20]2)=[N:17][CH:18]=1)=[O:12].Cl.Cl[CH2:41][CH2:42][N:43]1[CH2:47][CH2:46][CH2:45][CH2:44]1.C(Cl)Cl, predict the reaction product. The product is: [O:3]1[CH2:8][CH2:7][CH2:6][CH2:5][CH:4]1[O:9][NH:10][C:11]([C:13]1[CH:14]=[N:15][C:16]([N:19]2[CH2:20][CH:21]3[CH:23]([CH:22]3[N:25]([S:26]([C:29]3[CH:38]=[CH:37][C:36]4[C:31](=[CH:32][CH:33]=[CH:34][CH:35]=4)[CH:30]=3)(=[O:27])=[O:28])[CH2:41][CH2:42][N:43]3[CH2:47][CH2:46][CH2:45][CH2:44]3)[CH2:24]2)=[N:17][CH:18]=1)=[O:12]. (4) Given the reactants [C:1]([O:4][C:5]1[CH:10]=[C:9]([N+:11]([O-:13])=[O:12])[CH:8]=[CH:7][C:6]=1[CH3:14])(=[O:3])[CH3:2].[Br:15]N1C(=O)CCC1=O, predict the reaction product. The product is: [C:1]([O:4][C:5]1[CH:10]=[C:9]([N+:11]([O-:13])=[O:12])[CH:8]=[CH:7][C:6]=1[CH2:14][Br:15])(=[O:3])[CH3:2]. (5) Given the reactants Br[C:2]1[CH:3]=[N:4][N:5]([CH3:18])[C:6]=1[C:7]1[CH:8]=[C:9]([C:14]([O:16][CH3:17])=[O:15])[S:10][C:11]=1[CH2:12][CH3:13].[C:19](=O)([O-])[O-].[K+].[K+].CB1OB(C)OB(C)O1, predict the reaction product. The product is: [CH3:18][N:5]1[C:6]([C:7]2[CH:8]=[C:9]([C:14]([O:16][CH3:17])=[O:15])[S:10][C:11]=2[CH2:12][CH3:13])=[C:2]([CH3:19])[CH:3]=[N:4]1.